From a dataset of Forward reaction prediction with 1.9M reactions from USPTO patents (1976-2016). Predict the product of the given reaction. (1) Given the reactants C(O[C:4]([C:6]1[N:7]=[N:8][C:9]([O:12][CH2:13][C:14]2[C:15]([C:20]3[CH:25]=[CH:24][CH:23]=[C:22]([F:26])[CH:21]=3)=[N:16][O:17][C:18]=2[CH3:19])=[CH:10][CH:11]=1)=[O:5])C.[F:27][C:28]([F:32])([F:31])[CH2:29][NH2:30], predict the reaction product. The product is: [F:27][C:28]([F:32])([F:31])[CH2:29][NH:30][C:4]([C:6]1[N:7]=[N:8][C:9]([O:12][CH2:13][C:14]2[C:15]([C:20]3[CH:25]=[CH:24][CH:23]=[C:22]([F:26])[CH:21]=3)=[N:16][O:17][C:18]=2[CH3:19])=[CH:10][CH:11]=1)=[O:5]. (2) Given the reactants Br[C:2]1[CH:11]=[N:10][C:9]2[C:8]([N:12]3[CH2:17][CH2:16][O:15][CH2:14][CH2:13]3)=[N:7][C:6]([Cl:18])=[N:5][C:4]=2[CH:3]=1.C([Li])CCC.CN(C)[CH:26]=[O:27], predict the reaction product. The product is: [Cl:18][C:6]1[N:7]=[C:8]([N:12]2[CH2:17][CH2:16][O:15][CH2:14][CH2:13]2)[C:9]2[N:10]=[CH:11][C:2]([CH:26]=[O:27])=[CH:3][C:4]=2[N:5]=1. (3) Given the reactants [CH3:1][CH:2]([CH3:21])[CH2:3][C@@H:4]([CH2:9][C:10](=[O:20])[NH:11][C@H](C1C=CC=CC=1)C)[CH2:5][C:6]([OH:8])=[O:7].C(N(CC)CC)C.ClC(OCC)=O.[C:35]1([C@@H:41]([NH:43]C(=O)C[C@H](CC(C)C)CC(N)=O)[CH3:42])[CH:40]=[CH:39][CH:38]=[CH:37][CH:36]=1, predict the reaction product. The product is: [CH2:3]([C@@H:4]([CH2:5][C:6]([OH:8])=[O:7])[CH2:9][C:10]([NH2:11])=[O:20])[CH:2]([CH3:21])[CH3:1].[C:35]1([C@@H:41]([NH-:43])[CH3:42])[CH:40]=[CH:39][CH:38]=[CH:37][CH:36]=1.